Predict the reactants needed to synthesize the given product. From a dataset of Full USPTO retrosynthesis dataset with 1.9M reactions from patents (1976-2016). (1) Given the product [NH2:1][C:2]1[CH:7]=[C:6]([C:8]2[CH:13]=[CH:12][C:11]([Cl:14])=[C:10]([O:15][CH3:16])[C:9]=2[Cl:17])[N:5]=[C:4]([C:18]([O:20][CH2:21][C:8]2[CH:13]=[CH:12][CH:11]=[CH:10][CH:9]=2)=[O:19])[C:3]=1[Cl:22], predict the reactants needed to synthesize it. The reactants are: [NH2:1][C:2]1[CH:7]=[C:6]([C:8]2[CH:13]=[CH:12][C:11]([Cl:14])=[C:10]([O:15][CH3:16])[C:9]=2[Cl:17])[N:5]=[C:4]([C:18]([O:20][CH3:21])=[O:19])[C:3]=1[Cl:22]. (2) Given the product [C:1]([N:4]1[CH2:9][CH2:8][CH:7]([CH2:10][C:11]([NH:13][C:14]2[CH:19]=[CH:18][C:17]([C:26]3[CH:27]=[CH:28][C:23]([O:22][CH3:21])=[CH:24][CH:25]=3)=[CH:16][CH:15]=2)=[O:12])[CH2:6][CH2:5]1)(=[O:3])[CH3:2], predict the reactants needed to synthesize it. The reactants are: [C:1]([N:4]1[CH2:9][CH2:8][CH:7]([CH2:10][C:11]([NH:13][C:14]2[CH:19]=[CH:18][C:17](Br)=[CH:16][CH:15]=2)=[O:12])[CH2:6][CH2:5]1)(=[O:3])[CH3:2].[CH3:21][O:22][C:23]1[CH:28]=[CH:27][C:26](B(O)O)=[CH:25][CH:24]=1. (3) Given the product [CH2:42]([O:46][C:47]1([C:51]2[CH:56]=[CH:55][CH:54]=[CH:53][C:52]=2[CH3:57])[CH2:48][N:49]([C:24](=[O:26])[CH:23]([CH:1]([CH2:2][C:62]2[NH:11][CH:63]=[N:60][CH:61]=2)[C:68]([NH2:67])=[O:69])[CH2:27][C:28]2[CH:29]=[CH:30][C:31]([OH:34])=[CH:32][CH:33]=2)[CH2:50]1)[CH2:43][CH2:44][CH3:45], predict the reactants needed to synthesize it. The reactants are: [CH2:1](Cl)[CH2:2]Cl.C1C=CC2N(O)N=[N:11]C=2C=1.C(OC(N[C@H:23]([CH2:27][C:28]1[CH:33]=[CH:32][C:31]([OH:34])=[CH:30][CH:29]=1)[C:24]([OH:26])=O)=O)(C)(C)C.FC(F)(F)C(O)=O.[CH2:42]([O:46][C:47]1([C:51]2[CH:56]=[CH:55][CH:54]=[CH:53][C:52]=2[CH3:57])[CH2:50][NH:49][CH2:48]1)[CH2:43][CH2:44][CH3:45].C([N:60]([CH2:63]C)[CH2:61][CH3:62])C.Cl.C[N:67](C)[CH:68]=[O:69]. (4) Given the product [O:3]=[C:4]1[N:9]([C:10]2[CH:15]=[CH:14][CH:13]=[CH:12][CH:11]=2)[C:8]2[S:16][C:17]([C:27]([NH2:28])=[O:1])=[C:18]([NH:19][C:20]3[CH:21]=[C:22]([CH3:26])[CH:23]=[CH:24][CH:25]=3)[C:7]=2[CH:6]=[CH:5]1, predict the reactants needed to synthesize it. The reactants are: [OH-:1].[K+].[O:3]=[C:4]1[N:9]([C:10]2[CH:15]=[CH:14][CH:13]=[CH:12][CH:11]=2)[C:8]2[S:16][C:17]([C:27]#[N:28])=[C:18]([NH:19][C:20]3[CH:21]=[C:22]([CH3:26])[CH:23]=[CH:24][CH:25]=3)[C:7]=2[CH:6]=[CH:5]1. (5) Given the product [CH2:39]([O:38][C:36]([NH:8][C@H:9]([C:18](=[O:25])[O:19][CH2:20][C:21]([Cl:22])([Cl:23])[Cl:24])[CH2:10][C:11]([O:13][CH2:14][CH:17]=[CH2:26])=[O:12])=[O:37])[CH:40]=[CH2:41], predict the reactants needed to synthesize it. The reactants are: C(OC([NH:8][C@H:9]([C:18](=[O:25])[O:19][CH2:20][C:21]([Cl:24])([Cl:23])[Cl:22])[CH2:10][C:11]([O:13][C:14]([CH3:17])(C)C)=[O:12])=O)(C)(C)C.[CH:26](N(C(C)C)CC)(C)C.Cl[C:36]([O:38][CH2:39][CH:40]=[CH2:41])=[O:37].[Cl-].[NH4+]. (6) The reactants are: C1(C)C(S([C:10]2[CH:11]=[C:12]([NH2:19])[C:13](=[CH:17][CH:18]=2)[C:14]([OH:16])=O)(=O)=O)=CC=CC=1.P(Cl)(Cl)(Cl)(Cl)Cl.[Cl-].[Al+3].[Cl-].[Cl-].Cl. Given the product [NH2:19][C:12]1[CH:11]=[CH:10][CH:18]=[CH:17][C:13]=1[C:14]([C:10]1[CH:11]=[CH:12][CH:13]=[CH:17][CH:18]=1)=[O:16], predict the reactants needed to synthesize it. (7) Given the product [ClH:1].[CH3:2][N:3]([CH2:6][CH2:9][C:8]([C:11]1[S:12][CH:13]=[CH:14][CH:15]=1)=[O:10])[CH3:4], predict the reactants needed to synthesize it. The reactants are: [ClH:1].[CH3:2][NH:3][CH3:4].Cl.[CH2:6]=O.[C:8]([C:11]1[S:12][CH:13]=[CH:14][CH:15]=1)(=[O:10])[CH3:9].